Regression/Classification. Given a drug SMILES string, predict its absorption, distribution, metabolism, or excretion properties. Task type varies by dataset: regression for continuous measurements (e.g., permeability, clearance, half-life) or binary classification for categorical outcomes (e.g., BBB penetration, CYP inhibition). Dataset: cyp2c19_veith. From a dataset of CYP2C19 inhibition data for predicting drug metabolism from PubChem BioAssay. (1) The drug is CCNC(=O)CN1c2cccc3cccc(c23)S1(=O)=O. The result is 1 (inhibitor). (2) The drug is CCOc1cc(NC(=S)NCC2CCCO2)c(OCC)cc1NC(=O)c1cccc(C)c1. The result is 1 (inhibitor). (3) The molecule is Cc1ccc(OCC(=O)N/N=C\c2c(C)n(C)c3ccccc23)c([N+](=O)[O-])c1. The result is 1 (inhibitor). (4) The drug is CNC(=O)[C@@H]1O[C@@H](n2cnc3c(NCc4cccc(I)c4)ncnc32)[C@H](O)[C@@H]1O. The result is 0 (non-inhibitor).